This data is from Forward reaction prediction with 1.9M reactions from USPTO patents (1976-2016). The task is: Predict the product of the given reaction. (1) Given the reactants [CH:1]1([C:4]2[N:8]([C:9]3[N:14]=[CH:13][C:12]([NH:15][C:16](=[O:25])[C:17](=[CH:21][N:22](C)[CH3:23])[C:18](=O)[CH3:19])=[CH:11][N:10]=3)[N:7]=[C:6]([C:26]([F:29])([F:28])[F:27])[CH:5]=2)[CH2:3][CH2:2]1.C(O)(=O)C.C(N)=[NH:35].CC[O-].[Na+], predict the reaction product. The product is: [CH:1]1([C:4]2[N:8]([C:9]3[N:10]=[CH:11][C:12]([NH:15][C:16]([C:17]4[C:18]([CH3:19])=[N:35][CH:23]=[N:22][CH:21]=4)=[O:25])=[CH:13][N:14]=3)[N:7]=[C:6]([C:26]([F:27])([F:28])[F:29])[CH:5]=2)[CH2:2][CH2:3]1. (2) Given the reactants [F:1][C:2]([F:43])([F:42])[CH:3]([N:29]1[CH2:33][CH2:32][C@H:31]([NH:34]C(=O)OC(C)(C)C)[CH2:30]1)[C:4]1[CH:5]=[CH:6][C:7]2[N:8]([C:10]([C:13]3[CH:22]=[CH:21][C:20]4[C:15](=[CH:16][C:17]([C:23](=[O:28])[NH:24][CH:25]([CH3:27])[CH3:26])=[CH:18][CH:19]=4)[N:14]=3)=[N:11][N:12]=2)[CH:9]=1.[ClH:44], predict the reaction product. The product is: [ClH:44].[ClH:44].[NH2:34][C@H:31]1[CH2:32][CH2:33][N:29]([CH:3]([C:4]2[CH:5]=[CH:6][C:7]3[N:8]([C:10]([C:13]4[CH:22]=[CH:21][C:20]5[C:15](=[CH:16][C:17]([C:23]([NH:24][CH:25]([CH3:27])[CH3:26])=[O:28])=[CH:18][CH:19]=5)[N:14]=4)=[N:11][N:12]=3)[CH:9]=2)[C:2]([F:43])([F:42])[F:1])[CH2:30]1. (3) Given the reactants [C:1]([NH:5][C:6]([C:8]1[C:16]2[C:11](=[N:12][CH:13]=[C:14]([C:17]3[C:25]4[C:20](=[CH:21][CH:22]=[C:23]([O:26][CH:27]([F:29])[F:28])[CH:24]=4)[NH:19][N:18]=3)[N:15]=2)[N:10]([CH2:30][O:31][CH2:32][CH2:33][Si:34]([CH3:37])([CH3:36])[CH3:35])[CH:9]=1)=[O:7])([CH3:4])([CH3:3])[CH3:2].Br[CH:39]1[CH2:44][CH2:43][N:42]([C:45]([O:47][C:48]([CH3:51])([CH3:50])[CH3:49])=[O:46])[CH2:41][CH2:40]1.C(=O)([O-])[O-].[Cs+].[Cs+], predict the reaction product. The product is: [C:48]([O:47][C:45]([N:42]1[CH2:43][CH2:44][CH:39]([N:19]2[C:20]3[C:25](=[CH:24][C:23]([O:26][CH:27]([F:28])[F:29])=[CH:22][CH:21]=3)[C:17]([C:14]3[N:15]=[C:16]4[C:8]([C:6](=[O:7])[NH:5][C:1]([CH3:4])([CH3:3])[CH3:2])=[CH:9][N:10]([CH2:30][O:31][CH2:32][CH2:33][Si:34]([CH3:37])([CH3:36])[CH3:35])[C:11]4=[N:12][CH:13]=3)=[N:18]2)[CH2:40][CH2:41]1)=[O:46])([CH3:51])([CH3:49])[CH3:50]. (4) Given the reactants [Br:1][C:2]1[CH:7]=[CH:6][C:5]([F:8])=[CH:4][C:3]=1[O:9][CH:10]1[CH2:15][CH2:14][N:13]([C:16]2[N:24]=[C:23]3[C:19]([N:20]=[C:21]([NH:25][CH2:26][C:27]([O:29]CC)=[O:28])[NH:22]3)=[CH:18][N:17]=2)[CH2:12][CH2:11]1.[OH-].[Na+], predict the reaction product. The product is: [Br:1][C:2]1[CH:7]=[CH:6][C:5]([F:8])=[CH:4][C:3]=1[O:9][CH:10]1[CH2:11][CH2:12][N:13]([C:16]2[N:24]=[C:23]3[C:19]([N:20]=[C:21]([NH:25][CH2:26][C:27]([OH:29])=[O:28])[NH:22]3)=[CH:18][N:17]=2)[CH2:14][CH2:15]1.